From a dataset of Peptide-MHC class I binding affinity with 185,985 pairs from IEDB/IMGT. Regression. Given a peptide amino acid sequence and an MHC pseudo amino acid sequence, predict their binding affinity value. This is MHC class I binding data. (1) The peptide sequence is IPAPGLGAL. The MHC is HLA-A02:03 with pseudo-sequence HLA-A02:03. The binding affinity (normalized) is 0.0847. (2) The peptide sequence is LMRRFRFTV. The MHC is HLA-A25:01 with pseudo-sequence HLA-A25:01. The binding affinity (normalized) is 0.0847.